This data is from Full USPTO retrosynthesis dataset with 1.9M reactions from patents (1976-2016). The task is: Predict the reactants needed to synthesize the given product. (1) Given the product [CH:13]1([C@H:17]([NH:19][C:20]2[N:28]=[C:27]([C:29]3[NH:32][C:6](=[O:7])[O:31][N:30]=3)[N:26]=[C:25]3[C:21]=2[N:22]([CH2:43][C@H:44]2[CH2:45][CH2:46][C@H:47]([CH3:50])[CH2:48][CH2:49]2)[C:23]([N:33]2[CH2:38][CH2:37][CH2:36][CH2:35][CH:34]2[CH2:39][CH:40]([CH3:42])[CH3:41])=[N:24]3)[CH3:18])[CH2:14][CH2:15][CH2:16]1, predict the reactants needed to synthesize it. The reactants are: C1N=CN([C:6](N2C=NC=C2)=[O:7])C=1.[CH:13]1([C@H:17]([NH:19][C:20]2[N:28]=[C:27]([C:29](=[NH:32])[NH:30][OH:31])[N:26]=[C:25]3[C:21]=2[N:22]([CH2:43][C@H:44]2[CH2:49][CH2:48][C@H:47]([CH3:50])[CH2:46][CH2:45]2)[C:23]([N:33]2[CH2:38][CH2:37][CH2:36][CH2:35][CH:34]2[CH2:39][CH:40]([CH3:42])[CH3:41])=[N:24]3)[CH3:18])[CH2:16][CH2:15][CH2:14]1. (2) Given the product [NH2:24][C:25]1[N:26]=[CH:27][C:28]([C:2]2[CH:11]=[CH:10][C:9]3[N:8]=[CH:7][C:6]4[N:12]([CH3:23])[C:13](=[O:22])[N:14]([C:15]5[C:16]([CH3:21])=[N:17][N:18]([CH3:20])[CH:19]=5)[C:5]=4[C:4]=3[CH:3]=2)=[CH:29][CH:30]=1, predict the reactants needed to synthesize it. The reactants are: Br[C:2]1[CH:11]=[CH:10][C:9]2[N:8]=[CH:7][C:6]3[N:12]([CH3:23])[C:13](=[O:22])[N:14]([C:15]4[C:16]([CH3:21])=[N:17][N:18]([CH3:20])[CH:19]=4)[C:5]=3[C:4]=2[CH:3]=1.[NH2:24][C:25]1[CH:30]=[CH:29][C:28](B2OC(C)(C)C(C)(C)O2)=[CH:27][N:26]=1. (3) Given the product [CH2:33]([N:32]([CH:29]([CH3:31])[CH3:30])[C:14]([C:13]1[C:8]([C:3]2[CH:4]=[CH:5][CH:6]=[CH:7][C:2]=2[F:1])=[N:9][C:10]([N:17]2[CH2:18][CH2:19][O:20][CH2:21][CH2:22]2)=[N:11][CH:12]=1)=[O:15])[C:34]1[CH:39]=[CH:38][CH:37]=[CH:36][CH:35]=1, predict the reactants needed to synthesize it. The reactants are: [F:1][C:2]1[CH:7]=[CH:6][CH:5]=[CH:4][C:3]=1[C:8]1[C:13]([C:14](O)=[O:15])=[CH:12][N:11]=[C:10]([N:17]2[CH2:22][CH2:21][O:20][CH2:19][CH2:18]2)[N:9]=1.C(Cl)(=O)C(Cl)=O.[CH:29]([NH:32][CH2:33][C:34]1[CH:39]=[CH:38][CH:37]=[CH:36][CH:35]=1)([CH3:31])[CH3:30]. (4) Given the product [Br:1][C:2]1[CH:3]=[C:4]2[C:5]3([CH2:16][O:21][C:20]([NH2:25])=[N:22]3)[C:6]3([CH2:10][CH2:9][CH2:8][O:7]3)[CH2:11][O:12][C:13]2=[CH:14][CH:15]=1, predict the reactants needed to synthesize it. The reactants are: [Br:1][C:2]1[CH:3]=[C:4]2[C:13](=[CH:14][CH:15]=1)[O:12][CH2:11][C:6]1([CH2:10][CH2:9][CH2:8][O:7]1)[C:5]2=[CH2:16].II.C[CH2:20][OH:21].[NH3:22].CC#[N:25].